From a dataset of Full USPTO retrosynthesis dataset with 1.9M reactions from patents (1976-2016). Predict the reactants needed to synthesize the given product. Given the product [C:34]([N:41]1[C:49]2[C:44](=[CH:45][C:46]([O:50][CH2:20][CH2:21][O:23][CH3:24])=[CH:47][CH:48]=2)[CH:43]=[C:42]1[C:51]([O:53][CH2:54][CH3:55])=[O:52])([O:36][C:37]([CH3:40])([CH3:39])[CH3:38])=[O:35], predict the reactants needed to synthesize it. The reactants are: C1(P(C2C=CC=CC=2)C2C=CC=CC=2)C=CC=CC=1.[CH3:20][CH:21]([O:23][C:24](/N=N/[C:24]([O:23][CH:21](C)[CH3:20])=O)=O)C.[C:34]([N:41]1[C:49]2[C:44](=[CH:45][C:46]([OH:50])=[CH:47][CH:48]=2)[CH:43]=[C:42]1[C:51]([O:53][CH2:54][CH3:55])=[O:52])([O:36][C:37]([CH3:40])([CH3:39])[CH3:38])=[O:35].COC(O)C.